From a dataset of Reaction yield outcomes from USPTO patents with 853,638 reactions. Predict the reaction yield, written as a fraction of the theoretical maximum amount of product (1.0 means a 100% yield; for example, 0.34 means a 34% yield). (1) The reactants are S(=O)(=O)(O)N.P([O-])(O)(O)=O.[Na+].[CH3:12][C:13]([C:16]1[CH:17]=[CH:18][C:19]([OH:24])=[C:20]([CH:23]=1)[CH:21]=[O:22])([CH3:15])[CH3:14].Cl([O-])=[O:26].[Na+].S([O-])([O-])=O.[Na+].[Na+].Cl. The catalyst is O1CCOCC1.O. The product is [CH3:15][C:13]([C:16]1[CH:23]=[C:20]([C:21]([OH:26])=[O:22])[C:19]([OH:24])=[CH:18][CH:17]=1)([CH3:12])[CH3:14]. The yield is 0.774. (2) The reactants are [CH3:1][N:2]([CH3:12])[CH2:3][C:4]([C:6]1[CH:11]=[CH:10][CH:9]=[CH:8][CH:7]=1)=[O:5].[OH-].[K+].CC(C)([O-])C.[K+].CC(O)(C)C. The catalyst is CC(O)C. The product is [C:6]1([C@@H:4]([OH:5])[CH2:3][N:2]([CH3:1])[CH3:12])[CH:11]=[CH:10][CH:9]=[CH:8][CH:7]=1. The yield is 0.900.